Dataset: Full USPTO retrosynthesis dataset with 1.9M reactions from patents (1976-2016). Task: Predict the reactants needed to synthesize the given product. (1) Given the product [S:21]1[CH:22]=[CH:23][CH:24]=[C:20]1[CH:7]([CH3:12])[CH:6]=[O:5], predict the reactants needed to synthesize it. The reactants are: C(OP(C[N+]#[C-])(=O)[O:5][CH2:6][CH3:7])C.[CH2:12]([Li])CCC.C([C:20]1[S:21][CH:22]=[CH:23][CH:24]=1)(=O)C.Cl. (2) Given the product [CH3:1][O:2][CH2:3][C@H:4]1[CH2:9][CH2:8][CH2:7][C@H:6]([NH2:10])[CH2:5]1, predict the reactants needed to synthesize it. The reactants are: [CH3:1][O:2][CH2:3][C@H:4]1[CH2:9][CH2:8][CH2:7][C@H:6]([N:10]2C(=O)C3C(=CC=CC=3)C2=O)[CH2:5]1.NN. (3) Given the product [NH2:1][C:2]1[N:7]=[CH:6][C:5]([C:10]([F:17])([F:16])[C:11]([O:13][CH2:14][CH3:15])=[O:12])=[CH:4][N:3]=1, predict the reactants needed to synthesize it. The reactants are: [NH2:1][C:2]1[N:7]=[CH:6][C:5](I)=[CH:4][N:3]=1.Br[C:10]([F:17])([F:16])[C:11]([O:13][CH2:14][CH3:15])=[O:12]. (4) Given the product [ClH:29].[CH3:1][C:2]1[C:3]([C:25]([F:27])([F:26])[F:28])=[CH:4][C:5]2[NH:9][C:8](=[O:10])[N:7]([CH:11]3[CH2:12][CH2:13][NH:14][CH2:15][CH2:16]3)[C:6]=2[CH:24]=1.[ClH:29], predict the reactants needed to synthesize it. The reactants are: [CH3:1][C:2]1[C:3]([C:25]([F:28])([F:27])[F:26])=[CH:4][C:5]2[NH:9][C:8](=[O:10])[N:7]([CH:11]3[CH2:16][CH2:15][N:14](C(OC(C)(C)C)=O)[CH2:13][CH2:12]3)[C:6]=2[CH:24]=1.[ClH:29]. (5) Given the product [CH2:1]([O:3][C:4]([C:6]1[C:14]2[C:9](=[CH:10][CH:11]=[C:12]([O:15][C:35]3[CH:36]=[CH:37][C:32]([C:31]([F:42])([F:41])[F:30])=[CH:33][CH:34]=3)[CH:13]=2)[N:8]([C:16]2[CH:21]=[CH:20][C:19]([O:22][CH3:23])=[CH:18][N:17]=2)[C:7]=1[CH2:24][C:25]([O:27][CH2:28][CH3:29])=[O:26])=[O:5])[CH3:2], predict the reactants needed to synthesize it. The reactants are: [CH2:1]([O:3][C:4]([C:6]1[C:14]2[C:9](=[CH:10][CH:11]=[C:12]([OH:15])[CH:13]=2)[N:8]([C:16]2[CH:21]=[CH:20][C:19]([O:22][CH3:23])=[CH:18][N:17]=2)[C:7]=1[CH2:24][C:25]([O:27][CH2:28][CH3:29])=[O:26])=[O:5])[CH3:2].[F:30][C:31]([F:42])([F:41])[C:32]1[CH:37]=[CH:36][C:35](B(O)O)=[CH:34][CH:33]=1.